Dataset: Forward reaction prediction with 1.9M reactions from USPTO patents (1976-2016). Task: Predict the product of the given reaction. (1) The product is: [Br:15][CH2:10][C:9]1[N:8]=[C:7]([C:12]#[N:13])[CH:6]=[CH:5][C:4]=1[CH:1]1[CH2:3][CH2:2]1. Given the reactants [CH:1]1([C:4]2[CH:5]=[CH:6][C:7]([C:12]#[N:13])=[N:8][C:9]=2[CH2:10]O)[CH2:3][CH2:2]1.C(Br)(Br)(Br)[Br:15].C1C=CC(P(C2C=CC=CC=2)C2C=CC=CC=2)=CC=1, predict the reaction product. (2) Given the reactants [H-].[Na+].[C:3]1([CH2:9][CH2:10][OH:11])[CH:8]=[CH:7][CH:6]=[CH:5][CH:4]=1.Cl[CH2:13][C:14]([O-:16])=[O:15].[Na+], predict the reaction product. The product is: [CH2:10]([O:11][CH2:13][C:14]([OH:16])=[O:15])[CH2:9][C:3]1[CH:8]=[CH:7][CH:6]=[CH:5][CH:4]=1. (3) Given the reactants [NH2:1][C@@H:2]1[CH2:6][CH2:5][N:4]([C:7]2[CH:12]=[CH:11][C:10]([Cl:13])=[CH:9][CH:8]=2)[C:3]1=[O:14].[OH:15][C@@H:16]([CH2:25][O:26][C:27]1[CH:28]=[CH:29][C:30]2[S:34][C:33]([CH3:35])=[N:32][C:31]=2[CH:36]=1)[CH2:17][N:18]1[CH2:23][CH2:22][C:21](=O)[CH2:20][CH2:19]1.C(O[BH-](OC(=O)C)OC(=O)C)(=O)C.[Na+], predict the reaction product. The product is: [OH:15][C@@H:16]([CH2:25][O:26][C:27]1[CH:28]=[CH:29][C:30]2[S:34][C:33]([CH3:35])=[N:32][C:31]=2[CH:36]=1)[CH2:17][N:18]1[CH2:23][CH2:22][CH:21]([NH:1][C@@H:2]2[CH2:6][CH2:5][N:4]([C:7]3[CH:12]=[CH:11][C:10]([Cl:13])=[CH:9][CH:8]=3)[C:3]2=[O:14])[CH2:20][CH2:19]1. (4) Given the reactants [NH2:1][S:2]([N:5]1[CH2:11][CH2:10][CH2:9][N:8]([C:12]([O:14][C:15]([CH3:18])([CH3:17])[CH3:16])=[O:13])[CH2:7][CH2:6]1)(=[O:4])=[O:3].[F:19][C:20]1[C:50]([F:51])=[CH:49][CH:48]=[CH:47][C:21]=1[CH2:22][S:23][C:24]1[N:29]=[C:28](NS(N2CCCNCC2)(=O)=O)[CH:27]=[C:26]([O:41][C@H:42](C)[C@H](O)C)[N:25]=1.C1(P(C2CCCCC2)C2C=CC=CC=2C2C(C(C)C)=CC(C(C)C)=CC=2C(C)C)CCCCC1.C(=O)([O-])[O-].[Cs+].[Cs+].ClC1C=C(OC)N=C(SCC2C=CC=C(F)C=2F)N=1.[Cl-].[NH4+], predict the reaction product. The product is: [F:19][C:20]1[C:50]([F:51])=[CH:49][CH:48]=[CH:47][C:21]=1[CH2:22][S:23][C:24]1[N:29]=[C:28]([NH:1][S:2]([N:5]2[CH2:11][CH2:10][CH2:9][N:8]([C:12]([O:14][C:15]([CH3:18])([CH3:17])[CH3:16])=[O:13])[CH2:7][CH2:6]2)(=[O:3])=[O:4])[CH:27]=[C:26]([O:41][CH3:42])[N:25]=1.